This data is from Catalyst prediction with 721,799 reactions and 888 catalyst types from USPTO. The task is: Predict which catalyst facilitates the given reaction. (1) Reactant: [CH3:1][C:2]1[N:7]=[C:6]([C:8]#[C:9][CH:10]([CH:12]2[CH2:17][CH2:16][NH:15][CH2:14][CH2:13]2)[OH:11])[CH:5]=[CH:4][CH:3]=1.Br[C:19]1[C:24]([N+:25]([O-:27])=[O:26])=[CH:23][CH:22]=[CH:21][N:20]=1.C(N(CC)CC)C.O. Product: [CH3:1][C:2]1[N:7]=[C:6]([C:8]#[C:9][CH:10]([CH:12]2[CH2:13][CH2:14][N:15]([C:19]3[C:24]([N+:25]([O-:27])=[O:26])=[CH:23][CH:22]=[CH:21][N:20]=3)[CH2:16][CH2:17]2)[OH:11])[CH:5]=[CH:4][CH:3]=1. The catalyst class is: 80. (2) Reactant: [S:1]1[C:5]2[CH:6]=[CH:7][CH:8]=[CH:9][C:4]=2[S:3][CH:2]1[CH2:10][C:11]([OH:13])=O.S(Cl)(Cl)=O.C[N:19]([CH:21]=O)C. Product: [S:3]1[C:4]2[CH:9]=[CH:8][CH:7]=[CH:6][C:5]=2[S:1][CH:2]1[CH2:10][C:11]([NH:19][C:21]1[CH:8]=[CH:9][CH:4]=[CH:5][CH:6]=1)=[O:13]. The catalyst class is: 11. (3) Reactant: [Cl:1][C:2]1[CH:10]=[CH:9][CH:8]=[CH:7][C:3]=1[C:4](O)=[O:5].S(Cl)([Cl:13])=O.CN1CCCC1=O. Product: [Cl:1][C:2]1[CH:10]=[CH:9][CH:8]=[CH:7][C:3]=1[C:4]([Cl:13])=[O:5]. The catalyst class is: 4. (4) Reactant: [H-].[Na+].C1COCC1.[CH2:8]([O:15][CH2:16][CH2:17][OH:18])[C:9]1[CH:14]=[CH:13][CH:12]=[CH:11][CH:10]=1.Cl[C:20]1[C:25]2[CH2:26][CH2:27][CH2:28][C:24]=2[N:23]=[C:22]([NH2:29])[N:21]=1. Product: [CH2:8]([O:15][CH2:16][CH2:17][O:18][C:20]1[C:25]2[CH2:26][CH2:27][CH2:28][C:24]=2[N:23]=[C:22]([NH2:29])[N:21]=1)[C:9]1[CH:14]=[CH:13][CH:12]=[CH:11][CH:10]=1. The catalyst class is: 1. (5) Reactant: Br[C:2]1[S:6][C:5]([C:7]2[CH:12]=[CH:11][CH:10]=[CH:9][CH:8]=2)=[N:4][C:3]=1[C:13]1[CH:18]=[CH:17][N:16]=[CH:15][CH:14]=1.[CH3:19][O:20][C:21]1[C:22]([NH2:36])=[N:23][CH:24]=[C:25](B2OC(C)(C)C(C)(C)O2)[CH:26]=1.C([O-])([O-])=O.[K+].[K+]. Product: [CH3:19][O:20][C:21]1[C:22]([NH2:36])=[N:23][CH:24]=[C:25]([C:2]2[S:6][C:5]([C:7]3[CH:12]=[CH:11][CH:10]=[CH:9][CH:8]=3)=[N:4][C:3]=2[C:13]2[CH:18]=[CH:17][N:16]=[CH:15][CH:14]=2)[CH:26]=1. The catalyst class is: 77. (6) Reactant: [CH3:1][O:2][C:3]1[C:8]([O:9][CH3:10])=[CH:7][C:6]([NH:11][C:12](=[O:25])/[CH:13]=[CH:14]/[C:15]2[CH:24]=[CH:23][C:22]3[C:17](=[CH:18][CH:19]=[CH:20][CH:21]=3)[CH:16]=2)=[C:5]([C:26]([O:28]C)=[O:27])[CH:4]=1.[OH-].[Na+]. Product: [C:26]([C:5]1[CH:4]=[C:3]([O:2][CH3:1])[C:8]([O:9][CH3:10])=[CH:7][C:6]=1[NH:11][C:12](=[O:25])/[CH:13]=[CH:14]/[C:15]1[CH:24]=[CH:23][C:22]2[C:17](=[CH:18][CH:19]=[CH:20][CH:21]=2)[CH:16]=1)([OH:28])=[O:27]. The catalyst class is: 5. (7) Reactant: [N:1]12[CH2:8][CH2:7][CH:4]([CH2:5][CH2:6]1)[C@@H:3]([O:9][C:10]1[N:15]=[CH:14][C:13]([C:16]3[CH:17]=[CH:18][C:19]4[O:23][C:22](=[O:24])[NH:21][C:20]=4[CH:25]=3)=[CH:12][N:11]=1)[CH2:2]2.[ClH:26]. Product: [ClH:26].[ClH:26].[N:1]12[CH2:8][CH2:7][CH:4]([CH2:5][CH2:6]1)[C@@H:3]([O:9][C:10]1[N:11]=[CH:12][C:13]([C:16]3[CH:17]=[CH:18][C:19]4[O:23][C:22](=[O:24])[NH:21][C:20]=4[CH:25]=3)=[CH:14][N:15]=1)[CH2:2]2. The catalyst class is: 25. (8) Reactant: Cl[C:2]1[C:11]2=[N:12][N:13](CC3C=CC(OC)=CC=3)[CH:14]=[C:10]2[C:9]2[CH:8]=[C:7]([O:24][CH3:25])[CH:6]=[CH:5][C:4]=2[N:3]=1.[CH3:26][C:27]1([CH3:38])[S:32][C:31]2[CH:33]=[CH:34][C:35]([NH2:37])=[CH:36][C:30]=2[NH:29][CH2:28]1.Cl. Product: [CH3:26][C:27]1([CH3:38])[CH2:28][NH:29][C:30]2[CH:36]=[C:35]([NH:37][C:2]3[C:11]4=[N:12][NH:13][CH:14]=[C:10]4[C:9]4[CH:8]=[C:7]([O:24][CH3:25])[CH:6]=[CH:5][C:4]=4[N:3]=3)[CH:34]=[CH:33][C:31]=2[S:32]1. The catalyst class is: 71.